Dataset: Full USPTO retrosynthesis dataset with 1.9M reactions from patents (1976-2016). Task: Predict the reactants needed to synthesize the given product. (1) Given the product [CH2:1]([O:3][C:4](=[O:13])[C:5]1[CH:10]=[C:9]([CH3:11])[C:8]([CH:33]=[C:32]([CH3:31])[CH3:27])=[N:7][CH:6]=1)[CH3:2], predict the reactants needed to synthesize it. The reactants are: [CH2:1]([O:3][C:4](=[O:13])[C:5]1[CH:10]=[C:9]([CH3:11])[C:8](Cl)=[N:7][CH:6]=1)[CH3:2].C1C=CC(P([C:27]2[CH:32]=[CH:31]C=CC=2)C2C=CC=CC=2)=CC=1.[C:33]([O-])([O-])=O.[K+].[K+].N#N. (2) Given the product [Cl:22][C:23]1[C:28]([C:29]#[CH:30])=[C:27](/[N:31]=[N:32]/[N:33]2[CH2:34][CH2:35][CH2:36][CH2:37]2)[C:26]([C:38]2[CH:43]=[CH:42][CH:41]=[C:40]([F:44])[CH:39]=2)=[C:25]([C@H:45]([OH:47])[CH3:46])[CH:24]=1, predict the reactants needed to synthesize it. The reactants are: CB1N2CCC[C@H]2C(C2C=CC=CC=2)(C2C=CC=CC=2)O1.[Cl:22][C:23]1[C:28]([C:29]#[CH:30])=[C:27](/[N:31]=[N:32]/[N:33]2[CH2:37][CH2:36][CH2:35][CH2:34]2)[C:26]([C:38]2[CH:43]=[CH:42][CH:41]=[C:40]([F:44])[CH:39]=2)=[C:25]([C:45](=[O:47])[CH3:46])[CH:24]=1.O.C(=O)([O-])[O-].[K+].[K+].